This data is from Peptide-MHC class I binding affinity with 185,985 pairs from IEDB/IMGT. The task is: Regression. Given a peptide amino acid sequence and an MHC pseudo amino acid sequence, predict their binding affinity value. This is MHC class I binding data. (1) The peptide sequence is MFEALPHII. The MHC is HLA-B15:01 with pseudo-sequence HLA-B15:01. The binding affinity (normalized) is 0.190. (2) The binding affinity (normalized) is 0.0907. The peptide sequence is QANSDLGTW. The MHC is HLA-B35:01 with pseudo-sequence HLA-B35:01. (3) The peptide sequence is LYPKIFEDQL. The MHC is H-2-Db with pseudo-sequence H-2-Db. The binding affinity (normalized) is 0. (4) The peptide sequence is RTLLGLILFV. The MHC is HLA-A33:01 with pseudo-sequence HLA-A33:01. The binding affinity (normalized) is 0.288.